From a dataset of Reaction yield outcomes from USPTO patents with 853,638 reactions. Predict the reaction yield, written as a fraction of the theoretical maximum amount of product (1.0 means a 100% yield; for example, 0.34 means a 34% yield). (1) The yield is 0.850. The product is [CH:1](=[O:9])[CH2:2][CH2:3][CH2:4][CH2:5][CH2:6][CH2:7][CH3:8]. The reactants are [CH2:1]([OH:9])[CH2:2][CH2:3][CH2:4][CH2:5][CH2:6][CH2:7][CH3:8].C(=O)([O-])O.[Na+].CC1(C)N([O])C(C)(C)CC(OC)C1.[Br-].[Na+].C1C(=O)N(Cl)C(=O)C1. The catalyst is ClCCCl. (2) The reactants are [OH:1][C:2]1[CH:7]=[CH:6][C:5]([N+:8]([O-:10])=[O:9])=[CH:4][C:3]=1[I:11].Cl[CH2:13][C:14]1[CH:18]=[C:17]([CH3:19])[O:16][N:15]=1. No catalyst specified. The product is [I:11][C:3]1[CH:4]=[C:5]([N+:8]([O-:10])=[O:9])[CH:6]=[CH:7][C:2]=1[O:1][CH2:13][C:14]1[CH:18]=[C:17]([CH3:19])[O:16][N:15]=1. The yield is 0.740. (3) The reactants are [NH2:1][C:2]1[CH:3]=[CH:4][C:5]([F:20])=[C:6]([C@@:8]2([CH3:19])[NH:13][C:12](=S)[C@:11]([F:16])([CH3:15])[CH2:10][C:9]2([F:18])[F:17])[CH:7]=1.CO.[NH3:23]. No catalyst specified. The product is [NH2:1][C:2]1[CH:3]=[CH:4][C:5]([F:20])=[C:6]([C@@:8]2([CH3:19])[N:13]=[C:12]([NH2:23])[C@:11]([F:16])([CH3:15])[CH2:10][C:9]2([F:18])[F:17])[CH:7]=1. The yield is 1.00. (4) The reactants are [Cl:1][C:2]1[N:7]=[C:6]([C:8](N(OC)C)=[O:9])[CH:5]=[CH:4][N:3]=1.[CH:14]1([Mg]Br)[CH2:16][CH2:15]1. The catalyst is C1COCC1.CCOC(C)=O. The product is [Cl:1][C:2]1[N:7]=[C:6]([C:8]([CH:14]2[CH2:16][CH2:15]2)=[O:9])[CH:5]=[CH:4][N:3]=1. The yield is 0.450. (5) The reactants are O=P(Cl)(Cl)[Cl:3].[CH3:6][C@H:7]1[C:15]2[C:14](O)=[N:13][CH:12]=[N:11][C:10]=2[CH2:9][CH2:8]1.C([O-])(O)=O.[Na+]. The catalyst is ClCCCl. The product is [Cl:3][C:14]1[C:15]2[C@H:7]([CH3:6])[CH2:8][CH2:9][C:10]=2[N:11]=[CH:12][N:13]=1. The yield is 0.611. (6) The reactants are [C:1]([O:5][C:6]([N:8]([C:16]1[N:20]([C:21]2[CH:26]=[CH:25][CH:24]=[C:23](Br)[CH:22]=2)[N:19]=[C:18]([C:28]([CH3:31])([CH3:30])[CH3:29])[CH:17]=1)C(OC(C)(C)C)=O)=[O:7])([CH3:4])([CH3:3])[CH3:2].[NH:32]1[CH2:37][CH2:36][O:35][CH2:34][CH2:33]1.CC(C)([O-])C.[K+].C1(P(C2CCCCC2)C2C=CC=CC=2C2C(C(C)C)=CC(C(C)C)=CC=2C(C)C)CCCCC1. The catalyst is C1COCC1.O.C1C=CC(/C=C/C(/C=C/C2C=CC=CC=2)=O)=CC=1.C1C=CC(/C=C/C(/C=C/C2C=CC=CC=2)=O)=CC=1.C1C=CC(/C=C/C(/C=C/C2C=CC=CC=2)=O)=CC=1.[Pd].[Pd]. The product is [C:1]([O:5][C:6](=[O:7])[NH:8][C:16]1[N:20]([C:21]2[CH:26]=[CH:25][CH:24]=[C:23]([N:32]3[CH2:37][CH2:36][O:35][CH2:34][CH2:33]3)[CH:22]=2)[N:19]=[C:18]([C:28]([CH3:31])([CH3:30])[CH3:29])[CH:17]=1)([CH3:3])([CH3:2])[CH3:4]. The yield is 0.400.